This data is from Catalyst prediction with 721,799 reactions and 888 catalyst types from USPTO. The task is: Predict which catalyst facilitates the given reaction. (1) Reactant: [C:1]([C:5]1[CH:10]=[CH:9][C:8]([CH:11]2[CH2:13][CH:12]2[C:14]([NH:16][NH2:17])=[O:15])=[CH:7][CH:6]=1)([CH3:4])([CH3:3])[CH3:2].[CH:18]1[C:27]2[CH:26]=[CH:25][CH:24]=[C:23]([CH:28]=O)[C:22]=2[CH:21]=[CH:20][N:19]=1.CC(O)=O. Product: [C:1]([C:5]1[CH:10]=[CH:9][C:8]([CH:11]2[CH2:13][CH:12]2[C:14]([NH:16]/[N:17]=[CH:28]/[C:23]2[CH:24]=[CH:25][CH:26]=[C:27]3[C:22]=2[CH:21]=[CH:20][N:19]=[CH:18]3)=[O:15])=[CH:7][CH:6]=1)([CH3:4])([CH3:2])[CH3:3]. The catalyst class is: 8. (2) Reactant: [N:1]1([C:7]2[CH:16]=[C:15]3[C:10]([CH2:11][CH2:12][CH2:13][C:14]3=[N:17]O)=[CH:9][CH:8]=2)[CH2:6][CH2:5][O:4][CH2:3][CH2:2]1.[H][H]. Product: [N:1]1([C:7]2[CH:16]=[C:15]3[C:10]([CH2:11][CH2:12][CH2:13][CH:14]3[NH2:17])=[CH:9][CH:8]=2)[CH2:6][CH2:5][O:4][CH2:3][CH2:2]1. The catalyst class is: 178. (3) Reactant: C(O)(=O)C.[CH2:5]([O:12][C:13]1[CH:14]=[CH:15][C:16]([C:19](=O)[CH2:20][C:21](=O)[C:22]([O:24][CH2:25][CH3:26])=[O:23])=[N:17][CH:18]=1)[C:6]1[CH:11]=[CH:10][CH:9]=[CH:8][CH:7]=1.[NH:29]([C:31]1[CH:32]=[CH:33][C:34]([O:37][CH3:38])=[N:35][CH:36]=1)[NH2:30].C(=O)(O)[O-].[Na+]. Product: [CH2:5]([O:12][C:13]1[CH:14]=[CH:15][C:16]([C:19]2[N:29]([C:31]3[CH:36]=[N:35][C:34]([O:37][CH3:38])=[CH:33][CH:32]=3)[N:30]=[C:21]([C:22]([O:24][CH2:25][CH3:26])=[O:23])[CH:20]=2)=[N:17][CH:18]=1)[C:6]1[CH:11]=[CH:10][CH:9]=[CH:8][CH:7]=1. The catalyst class is: 162. (4) Reactant: [Br:1][C:2]1[CH:3]=[C:4]([CH2:21][CH:22]([OH:27])[C:23]([O:25][CH3:26])=[O:24])[CH:5]=[C:6]([Br:20])[C:7]=1[O:8][C:9]1[CH:14]=[C:13]([CH:15]([CH3:17])[CH3:16])[C:12]([OH:18])=[C:11](I)[CH:10]=1.C(N(C(C)C)CC)(C)C.[Cl-].[Li+].[CH2:39]=[CH:40][C:41]1[CH:46]=[CH:45][CH:44]=[CH:43][CH:42]=1. Product: [Br:1][C:2]1[CH:3]=[C:4]([CH2:21][CH:22]([OH:27])[C:23]([O:25][CH3:26])=[O:24])[CH:5]=[C:6]([Br:20])[C:7]=1[O:8][C:9]1[CH:10]=[C:11](/[CH:39]=[CH:40]/[C:41]2[CH:46]=[CH:45][CH:44]=[CH:43][CH:42]=2)[C:12]([OH:18])=[C:13]([CH:15]([CH3:17])[CH3:16])[CH:14]=1. The catalyst class is: 274. (5) Reactant: [Cl:1][C:2]1[CH:7]=[C:6]([O:8][CH3:9])[CH:5]=[CH:4][C:3]=1[C:10]1[CH:15]=[CH:14][NH:13][C:12](=[O:16])[C:11]=1[N+:17]([O-:19])=[O:18].C([O-])([O-])=O.[Na+].[Na+].[F:26][C:27]([F:40])([F:39])[S:28](O[S:28]([C:27]([F:40])([F:39])[F:26])(=[O:30])=[O:29])(=[O:30])=[O:29]. Product: [Cl:1][C:2]1[CH:7]=[C:6]([O:8][CH3:9])[CH:5]=[CH:4][C:3]=1[C:10]1[CH:15]=[CH:14][N:13]=[C:12]([O:16][S:28]([C:27]([F:40])([F:39])[F:26])(=[O:30])=[O:29])[C:11]=1[N+:17]([O-:19])=[O:18]. The catalyst class is: 2. (6) Reactant: [C:1](Cl)(=[O:3])[CH3:2].[NH2:5][C:6]1[S:7][CH:8]=[CH:9][C:10]=1[C:11]([NH2:13])=[O:12]. Product: [C:1]([NH:5][C:6]1[S:7][CH:8]=[CH:9][C:10]=1[C:11]([NH2:13])=[O:12])(=[O:3])[CH3:2]. The catalyst class is: 17.